This data is from Retrosynthesis with 50K atom-mapped reactions and 10 reaction types from USPTO. The task is: Predict the reactants needed to synthesize the given product. (1) Given the product COc1ccc(C(c2ccc(OC)cc2)(c2ccc(OC)cc2)N2CCCCC2)cc1, predict the reactants needed to synthesize it. The reactants are: C1CCNCC1.COc1ccc(C(Cl)(c2ccc(OC)cc2)c2ccc(OC)cc2)cc1. (2) Given the product Cc1ccc(C(=O)c2ccc(Cl)cc2)cc1, predict the reactants needed to synthesize it. The reactants are: Cc1ccc(C(=O)Cl)cc1.Clc1ccccc1. (3) Given the product C=C/C=C\[C@H](C)[C@H](O)[C@@H](C)[C@@H](CC[C@H](C)C[C@H](C)[C@@H](O[Si](C)(C)C(C)(C)C)[C@@H](C)/C=C\[C@H](C[C@H](O[Si](C)(C)C(C)(C)C)[C@H](C)/C=C/C=C\C(=O)O)O[Si](C)(C)C(C)(C)C)O[Si](C)(C)C(C)(C)C, predict the reactants needed to synthesize it. The reactants are: C=C/C=C\[C@H](C)[C@H](O)[C@@H](C)[C@@H](CC[C@H](C)C[C@H](C)[C@@H](O[Si](C)(C)C(C)(C)C)[C@@H](C)/C=C\[C@H](C[C@H](O[Si](C)(C)C(C)(C)C)[C@H](C)/C=C/C=C\C(=O)OC)O[Si](C)(C)C(C)(C)C)O[Si](C)(C)C(C)(C)C. (4) Given the product Cc1cc(C#Cc2ccc(F)cc2)c(Br)c(=O)n1Cc1cccnc1, predict the reactants needed to synthesize it. The reactants are: C#Cc1ccc(F)cc1.Cc1cc(OS(=O)(=O)C(F)(F)F)c(Br)c(=O)n1Cc1cccnc1. (5) Given the product CCOC(=O)[C@H](C[C@H](COCc1ccccc1)C(C)C)NC(=O)OC(C)(C)C, predict the reactants needed to synthesize it. The reactants are: CC(C)(C)OC(=O)OC(=O)OC(C)(C)C.CCOC(=O)[C@@H](N)C[C@H](COCc1ccccc1)C(C)C. (6) The reactants are: FC(F)(F)CCBr.N#CC1(COc2cncc(-c3cc(N[C@H]4CC[C@H](N)CC4)ncc3Cl)n2)CCOCC1. Given the product N#CC1(COc2cncc(-c3cc(N[C@H]4CC[C@H](NCCC(F)(F)F)CC4)ncc3Cl)n2)CCOCC1, predict the reactants needed to synthesize it. (7) Given the product CCOC(=O)CSCc1cc(-c2ccc(C(F)(F)F)cc2)ccc1[N+](=O)[O-], predict the reactants needed to synthesize it. The reactants are: CCOC(=O)CS.O=[N+]([O-])c1ccc(-c2ccc(C(F)(F)F)cc2)cc1CBr. (8) Given the product Cc1cc(F)c(C)cc1O, predict the reactants needed to synthesize it. The reactants are: COc1cc(C)c(F)cc1C.